This data is from Reaction yield outcomes from USPTO patents with 853,638 reactions. The task is: Predict the reaction yield, written as a fraction of the theoretical maximum amount of product (1.0 means a 100% yield; for example, 0.34 means a 34% yield). (1) The reactants are [H-].[H-].[H-].[H-].[Li+].[Al+3].[CH2:7]([O:13][C:14]([O:25][CH2:26][CH2:27][CH2:28][CH2:29][CH2:30][CH3:31])([CH3:24])[C:15](OCCCCCC)=[O:16])[CH2:8][CH2:9][CH2:10][CH2:11][CH3:12]. The catalyst is CCOCC. The product is [CH2:26]([O:25][C:14]([O:13][CH2:7][CH2:8][CH2:9][CH2:10][CH2:11][CH3:12])([CH3:24])[CH2:15][OH:16])[CH2:27][CH2:28][CH2:29][CH2:30][CH3:31]. The yield is 0.940. (2) The reactants are [Br:1][C:2]1[CH:7]=[CH:6][C:5]([NH2:8])=[CH:4][C:3]=1[O:9][C:10]([F:13])([F:12])[F:11].[Cl:14]N1C(=O)CCC1=O. The catalyst is C(#N)C. The product is [Br:1][C:2]1[C:3]([O:9][C:10]([F:12])([F:11])[F:13])=[CH:4][C:5]([NH2:8])=[C:6]([Cl:14])[CH:7]=1. The yield is 0.640. (3) The reactants are [CH3:1][CH2:2][O:3][C:4]([CH3:6])=O.[CH3:7][CH2:8][CH2:9][CH2:10]CC. No catalyst specified. The product is [O:3]1[C:4]2[CH:6]=[CH:7][CH:8]=[CH:9][C:10]=2[CH:1]=[CH:2]1. The yield is 0.629. (4) The reactants are Br[C:2]1[N:7]=[C:6]([NH:8][CH2:9][CH3:10])[CH:5]=[CH:4][CH:3]=1.[CH2:11]([N:15]1[N:19]=[C:18]2[CH:20]=[CH:21][CH:22]=[CH:23][C:17]2=[N:16]1)[CH2:12][C:13]#[CH:14]. No catalyst specified. The product is [N:16]1[N:15]([CH2:11][CH2:12][C:13]#[C:14][C:2]2[N:7]=[C:6]([NH:8][CH2:9][CH3:10])[CH:5]=[CH:4][CH:3]=2)[N:19]=[C:18]2[CH:20]=[CH:21][CH:22]=[CH:23][C:17]=12. The yield is 0.240. (5) The reactants are O[C:2]1[CH:3]=[N:4][CH:5]=[CH:6][C:7]=1[NH:8][C:9](=[O:19])[C:10]1[CH:15]=[CH:14][C:13]([N+:16]([O-:18])=[O:17])=[CH:12][CH:11]=1.[OH-].[Na+]. The catalyst is O. The product is [N+:16]([C:13]1[CH:12]=[CH:11][C:10]([C:9]2[O:19][C:2]3[CH:3]=[N:4][CH:5]=[CH:6][C:7]=3[N:8]=2)=[CH:15][CH:14]=1)([O-:18])=[O:17]. The yield is 0.730. (6) The reactants are [NH2:1][C:2]1[N:7]([CH3:8])[C:6](=[O:9])[NH:5][C:4](=[O:10])[CH:3]=1.[Br:11]N1C(=O)CCC1=O. The catalyst is CN(C=O)C. The product is [NH2:1][C:2]1[N:7]([CH3:8])[C:6](=[O:9])[NH:5][C:4](=[O:10])[C:3]=1[Br:11]. The yield is 0.830.